This data is from Full USPTO retrosynthesis dataset with 1.9M reactions from patents (1976-2016). The task is: Predict the reactants needed to synthesize the given product. (1) The reactants are: [NH2:1][C:2]1[CH:7]=[CH:6][C:5]([N:8]2[CH2:13][CH2:12][N:11]([C:14]([C:16]3[CH:21]=[CH:20][CH:19]=[CH:18][CH:17]=3)=[O:15])[CH2:10][CH2:9]2)=[CH:4][C:3]=1[NH:22][C:23]1[CH:28]=[CH:27][CH:26]=[CH:25][CH:24]=1.[C:29](Cl)(=[O:31])[CH3:30].C(=O)([O-])[O-].[K+].[K+]. Given the product [C:14]([N:11]1[CH2:12][CH2:13][N:8]([C:5]2[CH:6]=[CH:7][C:2]([NH:1][C:29](=[O:31])[CH3:30])=[C:3]([NH:22][C:23]3[CH:28]=[CH:27][CH:26]=[CH:25][CH:24]=3)[CH:4]=2)[CH2:9][CH2:10]1)(=[O:15])[C:16]1[CH:21]=[CH:20][CH:19]=[CH:18][CH:17]=1, predict the reactants needed to synthesize it. (2) Given the product [CH2:1]([O:8][CH:9]([CH2:10][C:11]1[CH:16]=[CH:15][CH:14]=[CH:13][C:12]=1[CH3:17])[CH2:18][CH:19]=[O:21])[C:2]1[CH:7]=[CH:6][CH:5]=[CH:4][CH:3]=1, predict the reactants needed to synthesize it. The reactants are: [CH2:1]([O:8][CH:9]([CH2:18][CH:19]=C)[CH2:10][C:11]1[CH:16]=[CH:15][CH:14]=[CH:13][C:12]=1[CH3:17])[C:2]1[CH:7]=[CH:6][CH:5]=[CH:4][CH:3]=1.[O:21]=[O+][O-]. (3) Given the product [Si:35]([O:4][CH2:5][C@@H:6]1[C:10]([C:11]([O:13][CH3:14])=[O:12])=[CH:9][CH2:8][N:7]1[C:18]([O:20][CH2:21][CH:22]=[CH2:23])=[O:19])([C:38]([CH3:41])([CH3:40])[CH3:39])([CH3:37])[CH3:36], predict the reactants needed to synthesize it. The reactants are: COC[O:4][CH2:5][C@@H:6]1[C:10]([C:11]([O:13][C:14](C)(C)C)=[O:12])=[CH:9][CH2:8][N:7]1[C:18]([O:20][CH2:21][CH:22]=[CH2:23])=[O:19].Cl.CO.N1C(C)=CC=CC=1C.[Si:35](OS(C(F)(F)F)(=O)=O)([C:38]([CH3:41])([CH3:40])[CH3:39])([CH3:37])[CH3:36].C[Si](C=[N+]=[N-])(C)C.CCCCCC.Cl. (4) Given the product [Cl:33][C:34]1[CH:35]=[C:36]([CH2:41][C:42]([N:2]([CH3:1])[C@@H:3]([C:27]2[CH:28]=[CH:29][CH:30]=[CH:31][CH:32]=2)[CH2:4][N:5]2[CH2:9][CH2:8][C@H:7]([O:10][CH2:11][CH2:12][O:13][CH2:14][CH2:15][O:16][CH2:17][CH2:18][O:19][CH2:20][CH2:21][O:22][CH2:23][CH2:24][O:25][CH3:26])[CH2:6]2)=[O:44])[CH:37]=[CH:38][C:39]=1[Cl:40], predict the reactants needed to synthesize it. The reactants are: [CH3:1][NH:2][C@@H:3]([C:27]1[CH:32]=[CH:31][CH:30]=[CH:29][CH:28]=1)[CH2:4][N:5]1[CH2:9][CH2:8][C@H:7]([O:10][CH2:11][CH2:12][O:13][CH2:14][CH2:15][O:16][CH2:17][CH2:18][O:19][CH2:20][CH2:21][O:22][CH2:23][CH2:24][O:25][CH3:26])[CH2:6]1.[Cl:33][C:34]1[CH:35]=[C:36]([CH2:41][C:42]([OH:44])=O)[CH:37]=[CH:38][C:39]=1[Cl:40].C(N(CC)C(C)C)(C)C.F[B-](F)(F)F.N1(OC(N(C)C)=[N+](C)C)C2C=CC=CC=2N=N1. (5) Given the product [F:14][C:2]([F:1])([CH3:13])[CH2:3][CH2:4][CH2:5][CH2:6][N:7]1[CH:11]=[CH:10][C:9]([NH:12][C:27](=[O:28])/[CH:26]=[CH:25]/[C:18]2[CH:19]=[CH:20][CH:21]=[C:22]([O:23][CH3:24])[C:17]=2[O:16][CH3:15])=[N:8]1, predict the reactants needed to synthesize it. The reactants are: [F:1][C:2]([F:14])([CH3:13])[CH2:3][CH2:4][CH2:5][CH2:6][N:7]1[CH:11]=[CH:10][C:9]([NH2:12])=[N:8]1.[CH3:15][O:16][C:17]1[C:22]([O:23][CH3:24])=[CH:21][CH:20]=[CH:19][C:18]=1/[CH:25]=[CH:26]/[C:27](O)=[O:28]. (6) Given the product [C:34]([O:33][C:31]([NH:1][C:2]1[C:15]([O:16][CH3:17])=[CH:14][C:13]2[C@:12]34[CH2:18][CH2:19][N:20]([C:21]([O:23][CH2:24][C:25]5[CH:26]=[CH:27][CH:28]=[CH:29][CH:30]=5)=[O:22])[C@@H:6]([C@@H:7]3[CH2:8][CH2:9][CH2:10][CH2:11]4)[CH2:5][C:4]=2[CH:3]=1)=[O:32])([CH3:37])([CH3:36])[CH3:35], predict the reactants needed to synthesize it. The reactants are: [NH2:1][C:2]1[C:15]([O:16][CH3:17])=[CH:14][C:13]2[C@:12]34[CH2:18][CH2:19][N:20]([C:21]([O:23][CH2:24][C:25]5[CH:30]=[CH:29][CH:28]=[CH:27][CH:26]=5)=[O:22])[C@@H:6]([C@@H:7]3[CH2:8][CH2:9][CH2:10][CH2:11]4)[CH2:5][C:4]=2[CH:3]=1.[C:31](O[C:31]([O:33][C:34]([CH3:37])([CH3:36])[CH3:35])=[O:32])([O:33][C:34]([CH3:37])([CH3:36])[CH3:35])=[O:32].C([O-])(O)=O.[Na+]. (7) Given the product [CH3:24][C:16]1[CH:17]=[CH:18][C:19]([N+:21]([O-:23])=[O:22])=[CH:20][C:15]=1[NH:14][C:2]1[N:7]=[C:6]([C:8]2[CH:9]=[N:10][CH:11]=[CH:12][CH:13]=2)[CH:5]=[CH:4][N:3]=1, predict the reactants needed to synthesize it. The reactants are: Cl[C:2]1[N:7]=[C:6]([C:8]2[CH:9]=[N:10][CH:11]=[CH:12][CH:13]=2)[CH:5]=[CH:4][N:3]=1.[NH2:14][C:15]1[CH:20]=[C:19]([N+:21]([O-:23])=[O:22])[CH:18]=[CH:17][C:16]=1[CH3:24].[OH-].[Na+]. (8) Given the product [N+:1]([C:4]1[CH:10]=[C:9]([N+:11]([O-:13])=[O:12])[CH:8]=[C:7]([I:14])[C:5]=1[NH2:6])([O-:3])=[O:2], predict the reactants needed to synthesize it. The reactants are: [N+:1]([C:4]1[CH:10]=[C:9]([N+:11]([O-:13])=[O:12])[CH:8]=[CH:7][C:5]=1[NH2:6])([O-:3])=[O:2].[I:14]I.C(Cl)(Cl)Cl. (9) The reactants are: [CH3:1][S:2]([CH2:4][CH2:5][CH2:6][CH2:7][C:8]1[S:12][C:11]([C:13]2[CH:18]=[CH:17][N:16]=[C:15]([NH:19][CH:20]3[CH2:25][C:24]([CH3:27])([CH3:26])[NH:23][C:22]([CH3:29])([CH3:28])[CH2:21]3)[N:14]=2)=[CH:10][CH:9]=1)=[O:3].[O-]O.S(=O)(O)[O-:33].[Na+].[OH-].[Na+]. Given the product [CH3:1][S:2]([CH2:4][CH2:5][CH2:6][CH2:7][C:8]1[S:12][C:11]([C:13]2[CH:18]=[CH:17][N:16]=[C:15]([NH:19][CH:20]3[CH2:25][C:24]([CH3:27])([CH3:26])[NH:23][C:22]([CH3:29])([CH3:28])[CH2:21]3)[N:14]=2)=[CH:10][CH:9]=1)(=[O:33])=[O:3], predict the reactants needed to synthesize it.